Dataset: Full USPTO retrosynthesis dataset with 1.9M reactions from patents (1976-2016). Task: Predict the reactants needed to synthesize the given product. (1) Given the product [CH2:1]([O:5][C:6]1[CH:28]=[C:27]([O:29][CH2:30][CH:31]([CH3:33])[CH3:32])[CH:26]=[CH:25][C:7]=1[CH:8]([OH:9])[C:10]1[CH:11]=[CH:12][C:13]([O:20][CH2:21][CH:22]([CH3:24])[CH3:23])=[C:14]([CH2:16][C:17]([OH:19])=[O:18])[CH:15]=1)[CH:2]([CH3:4])[CH3:3], predict the reactants needed to synthesize it. The reactants are: [CH2:1]([O:5][C:6]1[CH:28]=[C:27]([O:29][CH2:30][CH:31]([CH3:33])[CH3:32])[CH:26]=[CH:25][C:7]=1[C:8]([C:10]1[CH:11]=[CH:12][C:13]([O:20][CH2:21][CH:22]([CH3:24])[CH3:23])=[C:14]([CH2:16][C:17]([OH:19])=[O:18])[CH:15]=1)=[O:9])[CH:2]([CH3:4])[CH3:3].[BH4-].[Na+].[Cl-].[Li+].Cl. (2) Given the product [CH2:1]([C:3]1[CH:9]=[CH:8][C:6]([NH2:7])=[C:5]([N+:17]([O-:19])=[O:18])[CH:4]=1)[CH3:2], predict the reactants needed to synthesize it. The reactants are: [CH2:1]([C:3]1[CH:9]=[CH:8][C:6]([NH2:7])=[CH:5][CH:4]=1)[CH3:2].C(OC(=O)C)(=O)C.[N+:17]([O-])([OH:19])=[O:18]. (3) Given the product [CH:1]1([O:6][C:7]2[CH:8]=[C:9]([CH:15]([N:20]3[C:28](=[O:29])[C:27]4[C:22](=[CH:23][CH:24]=[CH:25][C:26]=4[NH:30][C:31](=[O:33])[CH3:32])[C:21]3=[O:34])[CH2:16][C:17](=[O:19])[CH3:18])[CH:10]=[CH:11][C:12]=2[O:13][CH3:14])[CH2:2][CH2:3][CH2:4][CH2:5]1, predict the reactants needed to synthesize it. The reactants are: [CH:1]1([O:6][C:7]2[CH:8]=[C:9]([CH:15]([N:20]3[C:28](=[O:29])[C:27]4[C:22](=[CH:23][CH:24]=[CH:25][C:26]=4[NH:30][C:31](=[O:33])[CH3:32])[C:21]3=[O:34])[CH2:16][CH:17]([OH:19])[CH3:18])[CH:10]=[CH:11][C:12]=2[O:13][CH3:14])[CH2:5][CH2:4][CH2:3][CH2:2]1.[Cr](Cl)([O-])(=O)=O.[NH+]1C=CC=CC=1.